From a dataset of NCI-60 drug combinations with 297,098 pairs across 59 cell lines. Regression. Given two drug SMILES strings and cell line genomic features, predict the synergy score measuring deviation from expected non-interaction effect. (1) Drug 1: COC1=CC(=CC(=C1O)OC)C2C3C(COC3=O)C(C4=CC5=C(C=C24)OCO5)OC6C(C(C7C(O6)COC(O7)C8=CC=CS8)O)O. Cell line: K-562. Synergy scores: CSS=57.2, Synergy_ZIP=4.02, Synergy_Bliss=6.52, Synergy_Loewe=-7.83, Synergy_HSA=6.88. Drug 2: C1=CC(=CC=C1CC(C(=O)O)N)N(CCCl)CCCl.Cl. (2) Drug 1: CS(=O)(=O)CCNCC1=CC=C(O1)C2=CC3=C(C=C2)N=CN=C3NC4=CC(=C(C=C4)OCC5=CC(=CC=C5)F)Cl. Drug 2: CCCCC(=O)OCC(=O)C1(CC(C2=C(C1)C(=C3C(=C2O)C(=O)C4=C(C3=O)C=CC=C4OC)O)OC5CC(C(C(O5)C)O)NC(=O)C(F)(F)F)O. Cell line: MDA-MB-231. Synergy scores: CSS=36.0, Synergy_ZIP=2.76, Synergy_Bliss=4.53, Synergy_Loewe=-2.48, Synergy_HSA=3.81. (3) Drug 1: C1CC(C1)(C(=O)O)C(=O)O.[NH2-].[NH2-].[Pt+2]. Drug 2: CN1C(=O)N2C=NC(=C2N=N1)C(=O)N. Cell line: OVCAR-4. Synergy scores: CSS=1.15, Synergy_ZIP=-0.634, Synergy_Bliss=0.486, Synergy_Loewe=-1.97, Synergy_HSA=-0.894. (4) Drug 1: CN(C)C1=NC(=NC(=N1)N(C)C)N(C)C. Drug 2: CCN(CC)CCNC(=O)C1=C(NC(=C1C)C=C2C3=C(C=CC(=C3)F)NC2=O)C. Cell line: SK-OV-3. Synergy scores: CSS=0.00650, Synergy_ZIP=-1.16, Synergy_Bliss=-2.21, Synergy_Loewe=-4.31, Synergy_HSA=-2.85.